From a dataset of Forward reaction prediction with 1.9M reactions from USPTO patents (1976-2016). Predict the product of the given reaction. (1) Given the reactants [F:1][C:2]([F:18])([F:17])[C:3]([C:13]([F:16])([F:15])[F:14])([OH:12])[CH2:4][C:5]1[CH:6]2[CH2:11][CH:9]([CH:10]=1)[CH2:8][CH2:7]2.[C:19](Cl)(=[O:21])[CH3:20], predict the reaction product. The product is: [F:1][C:2]([F:17])([F:18])[C:3]([C:13]([F:15])([F:14])[F:16])([O:12][C:19](=[O:21])[CH3:20])[CH2:4][C:5]1[CH:6]2[CH2:11][CH:9]([CH:10]=1)[CH2:8][CH2:7]2. (2) Given the reactants [N:1]([CH:4]([C:6]1[CH:14]=[C:13]([Cl:15])[C:9]2=[CH:10][O:11][N:12]=[C:8]2[C:7]=1[C:16]1[CH:21]=[CH:20][CH:19]=[C:18]([F:22])[CH:17]=1)[CH3:5])=[N+]=[N-].CP(C)C, predict the reaction product. The product is: [Cl:15][C:13]1[C:9]2=[CH:10][O:11][N:12]=[C:8]2[C:7]([C:16]2[CH:21]=[CH:20][CH:19]=[C:18]([F:22])[CH:17]=2)=[C:6]([CH:4]([NH2:1])[CH3:5])[CH:14]=1. (3) Given the reactants Cl[CH2:2][CH2:3][N:4]([CH2:12][CH2:13]Cl)[C:5](=[O:11])[O:6][C:7]([CH3:10])(C)C.[N:15]1[CH:20]=[CH:19][CH:18]=[CH:17][C:16]=1[C:21]1([NH2:24])[CH2:23][CH2:22]1.[CH:25](N(CC)C(C)C)(C)[CH3:26], predict the reaction product. The product is: [N:15]1[CH:20]=[CH:19][CH:18]=[CH:17][C:16]=1[C:21]1([N:24]2[CH2:2][CH2:3][N:4]([C:5]([O:6][CH2:7][CH2:10][CH2:25][CH3:26])=[O:11])[CH2:12][CH2:13]2)[CH2:23][CH2:22]1. (4) Given the reactants [Cl:1][C:2]1[CH:3]=[C:4]([CH:7]=[CH:8][C:9]=1[OH:10])[CH:5]=[O:6].N1C=CC=CC=1.[C:17](OC(=O)C)(=[O:19])[CH3:18], predict the reaction product. The product is: [C:17]([O:10][C:9]1[CH:8]=[CH:7][C:4]([CH:5]=[O:6])=[CH:3][C:2]=1[Cl:1])(=[O:19])[CH3:18].